This data is from Full USPTO retrosynthesis dataset with 1.9M reactions from patents (1976-2016). The task is: Predict the reactants needed to synthesize the given product. Given the product [O:17]1[C:21]2([CH2:22][CH2:23][CH:24]([CH:27]3[CH2:32][CH2:31][C:30]([C:7]4[CH:8]=[CH:9][C:4]([O:3][CH2:1][CH3:2])=[C:5]([F:11])[C:6]=4[F:10])([OH:33])[CH2:29][CH2:28]3)[CH2:25][CH2:26]2)[O:20][CH2:19][CH2:18]1, predict the reactants needed to synthesize it. The reactants are: [CH2:1]([O:3][C:4]1[C:5]([F:11])=[C:6]([F:10])[CH:7]=[CH:8][CH:9]=1)[CH3:2].C([Li])(CC)C.[O:17]1[C:21]2([CH2:26][CH2:25][CH:24]([CH:27]3[CH2:32][CH2:31][C:30](=[O:33])[CH2:29][CH2:28]3)[CH2:23][CH2:22]2)[O:20][CH2:19][CH2:18]1.[Cl-].[NH4+].